From a dataset of Peptide-MHC class I binding affinity with 185,985 pairs from IEDB/IMGT. Regression. Given a peptide amino acid sequence and an MHC pseudo amino acid sequence, predict their binding affinity value. This is MHC class I binding data. (1) The peptide sequence is NTFKFGVIY. The MHC is HLA-A24:03 with pseudo-sequence HLA-A24:03. The binding affinity (normalized) is 0.0847. (2) The peptide sequence is KYFDDVTAF. The MHC is HLA-B39:01 with pseudo-sequence HLA-B39:01. The binding affinity (normalized) is 0.0847. (3) The peptide sequence is IPRLLRTFL. The MHC is HLA-B40:01 with pseudo-sequence HLA-B40:01. The binding affinity (normalized) is 0.0847. (4) The peptide sequence is RESIVCYFM. The MHC is HLA-A26:01 with pseudo-sequence HLA-A26:01. The binding affinity (normalized) is 0.213. (5) The peptide sequence is YLRKHIRAL. The MHC is HLA-C07:01 with pseudo-sequence HLA-C07:01. The binding affinity (normalized) is 0.429.